From a dataset of Forward reaction prediction with 1.9M reactions from USPTO patents (1976-2016). Predict the product of the given reaction. (1) Given the reactants [F:1][C:2]1[CH:7]=[CH:6][C:5]([CH:8]([C:21]2[CH:26]=[CH:25][C:24]([F:27])=[CH:23][CH:22]=2)[CH2:9][CH2:10][NH:11][C:12](=[O:20])[C:13]2[CH:18]=[CH:17][C:16](F)=[N:15][CH:14]=2)=[CH:4][CH:3]=1.[CH3:28][N:29]1[CH2:34][CH2:33][NH:32][CH2:31][CH2:30]1, predict the reaction product. The product is: [F:27][C:24]1[CH:25]=[CH:26][C:21]([CH:8]([C:5]2[CH:4]=[CH:3][C:2]([F:1])=[CH:7][CH:6]=2)[CH2:9][CH2:10][NH:11][C:12](=[O:20])[C:13]2[CH:18]=[CH:17][C:16]([N:32]3[CH2:33][CH2:34][N:29]([CH3:28])[CH2:30][CH2:31]3)=[N:15][CH:14]=2)=[CH:22][CH:23]=1. (2) Given the reactants [OH:1][C:2]1[CH:3]=[C:4]([C:14]2[N:15](C(OC(C)(C)C)=O)[C:16]([C:19]3[S:20][CH:21]=[CH:22][N:23]=3)=[CH:17][CH:18]=2)[CH:5]=[C:6]([O:8][C@@H:9]([CH3:13])[CH2:10][O:11][CH3:12])[CH:7]=1.F[C:32]1[CH:43]=[CH:42][C:35]([C:36]([N:38]2[CH2:41][CH2:40][CH2:39]2)=[O:37])=[CH:34][C:33]=1[C:44]([F:47])([F:46])[F:45].[H-].[Na+].[Cl-].[NH4+], predict the reaction product. The product is: [N:38]1([C:36]([C:35]2[CH:42]=[CH:43][C:32]([O:1][C:2]3[CH:3]=[C:4]([C:14]4[NH:15][C:16]([C:19]5[S:20][CH:21]=[CH:22][N:23]=5)=[CH:17][CH:18]=4)[CH:5]=[C:6]([O:8][C@@H:9]([CH3:13])[CH2:10][O:11][CH3:12])[CH:7]=3)=[C:33]([C:44]([F:45])([F:46])[F:47])[CH:34]=2)=[O:37])[CH2:41][CH2:40][CH2:39]1.